This data is from Reaction yield outcomes from USPTO patents with 853,638 reactions. The task is: Predict the reaction yield, written as a fraction of the theoretical maximum amount of product (1.0 means a 100% yield; for example, 0.34 means a 34% yield). (1) The reactants are [OH:1][C:2]1[C:11]([CH3:12])=[CH:10][C:9]([N+:13]([O-:15])=[O:14])=[CH:8][C:3]=1[C:4]([O:6][CH3:7])=[O:5].C(N(CC)CC)C.[F:23][C:24]([F:30])([F:29])[S:25](Cl)(=[O:27])=[O:26].O. The catalyst is O1CCCC1. The product is [CH3:12][C:11]1[C:2]([O:1][S:25]([C:24]([F:30])([F:29])[F:23])(=[O:27])=[O:26])=[C:3]([CH:8]=[C:9]([N+:13]([O-:15])=[O:14])[CH:10]=1)[C:4]([O:6][CH3:7])=[O:5]. The yield is 0.960. (2) The reactants are [CH2:1]([N:8]([CH2:16][C@@H:17](O)[CH3:18])[C:9](=[O:15])[O:10][C:11]([CH3:14])([CH3:13])[CH3:12])[C:2]1[CH:7]=[CH:6][CH:5]=[CH:4][CH:3]=1.[C:20]1(=[O:30])[NH:24][C:23](=[O:25])[C:22]2=[CH:26][CH:27]=[CH:28][CH:29]=[C:21]12.C1(P(C2C=CC=CC=2)C2C=CC=CC=2)C=CC=CC=1.N(C(OC(C)C)=O)=NC(OC(C)C)=O. The catalyst is O1CCCC1. The product is [CH2:1]([N:8]([CH2:16][C@H:17]([N:24]1[C:20](=[O:30])[C:21]2[C:22](=[CH:26][CH:27]=[CH:28][CH:29]=2)[C:23]1=[O:25])[CH3:18])[C:9](=[O:15])[O:10][C:11]([CH3:14])([CH3:13])[CH3:12])[C:2]1[CH:7]=[CH:6][CH:5]=[CH:4][CH:3]=1. The yield is 0.890. (3) The reactants are [N:1]1([C:7]2[C:8]3[N:16]=[C:15]([C:17]4[CH:22]=[CH:21][C:20]([CH3:23])=[CH:19][CH:18]=4)[S:14][C:9]=3[N:10]=[C:11]([NH2:13])[N:12]=2)[CH2:6][CH2:5][NH:4][CH2:3][CH2:2]1.[CH3:24][O:25][C:26]1[CH:36]=[CH:35][C:29]([O:30][CH2:31][C:32](O)=[O:33])=[CH:28][CH:27]=1. No catalyst specified. The product is [NH2:13][C:11]1[N:12]=[C:7]([N:1]2[CH2:2][CH2:3][N:4]([C:32](=[O:33])[CH2:31][O:30][C:29]3[CH:35]=[CH:36][C:26]([O:25][CH3:24])=[CH:27][CH:28]=3)[CH2:5][CH2:6]2)[C:8]2[N:16]=[C:15]([C:17]3[CH:22]=[CH:21][C:20]([CH3:23])=[CH:19][CH:18]=3)[S:14][C:9]=2[N:10]=1. The yield is 0.410.